Dataset: Full USPTO retrosynthesis dataset with 1.9M reactions from patents (1976-2016). Task: Predict the reactants needed to synthesize the given product. (1) The reactants are: [CH3:1][O:2][C:3](=[O:20])[C:4]1[CH:13]=[C:12]([O:14][CH2:15][CH2:16][CH2:17][CH:18]=[CH2:19])[CH:11]=[C:6]([C:7]([O:9]C)=[O:8])[CH:5]=1.[OH-].[Na+].Cl. Given the product [CH3:1][O:2][C:3](=[O:20])[C:4]1[CH:13]=[C:12]([O:14][CH2:15][CH2:16][CH2:17][CH:18]=[CH2:19])[CH:11]=[C:6]([C:7]([OH:9])=[O:8])[CH:5]=1, predict the reactants needed to synthesize it. (2) Given the product [CH3:17][C:14]([C:18]1[CH:19]=[CH:20][C:21]([CH2:22][NH:23][C:2]2[C:7]([C:8]([O:10][CH2:11][CH3:12])=[O:9])=[CH:6][C:5]([F:13])=[CH:4][N:3]=2)=[CH:24][CH:25]=1)([CH3:15])[CH3:16], predict the reactants needed to synthesize it. The reactants are: Cl[C:2]1[C:7]([C:8]([O:10][CH2:11][CH3:12])=[O:9])=[CH:6][C:5]([F:13])=[CH:4][N:3]=1.[C:14]([C:18]1[CH:25]=[CH:24][C:21]([CH2:22][NH2:23])=[CH:20][CH:19]=1)([CH3:17])([CH3:16])[CH3:15]. (3) Given the product [CH3:1][C:2]1([CH3:8])[CH:6]([NH:7][C:10]2[C:19]3[C:14](=[C:15]([O:22][CH3:23])[C:16]([O:20][CH3:21])=[CH:17][CH:18]=3)[N:13]=[CH:12][N:11]=2)[CH2:5][CH2:4][O:3]1, predict the reactants needed to synthesize it. The reactants are: [CH3:1][C:2]1([CH3:8])[CH:6]([NH2:7])[CH2:5][CH2:4][O:3]1.Cl[C:10]1[C:19]2[C:14](=[C:15]([O:22][CH3:23])[C:16]([O:20][CH3:21])=[CH:17][CH:18]=2)[N:13]=[CH:12][N:11]=1.CCN(C(C)C)C(C)C. (4) Given the product [Cl:24][C:19]1[CH:20]=[CH:6][CH:5]=[C:4]([Cl:31])[C:3]=1[CH2:2][CH2:1][CH2:29][NH2:26], predict the reactants needed to synthesize it. The reactants are: [CH2:1](OC1C(=O)C=COC=1C(O)=O)[C:2]1C=[CH:6][CH:5]=[CH:4][CH:3]=1.[C:19]([Cl:24])(=O)[C:20](Cl)=O.C[N:26]([CH3:29])C=O.C(Cl)(Cl)[Cl:31].